Dataset: Peptide-MHC class II binding affinity with 134,281 pairs from IEDB. Task: Regression. Given a peptide amino acid sequence and an MHC pseudo amino acid sequence, predict their binding affinity value. This is MHC class II binding data. (1) The peptide sequence is RSLPPIVKDASIQVV. The MHC is DRB1_1101 with pseudo-sequence DRB1_1101. The binding affinity (normalized) is 0.143. (2) The peptide sequence is ILMTATPPGTSDEFP. The MHC is DRB1_0701 with pseudo-sequence DRB1_0701. The binding affinity (normalized) is 0.414.